Task: Predict the reaction yield, written as a fraction of the theoretical maximum amount of product (1.0 means a 100% yield; for example, 0.34 means a 34% yield).. Dataset: Reaction yield outcomes from USPTO patents with 853,638 reactions The reactants are [Cl:1][C:2]1[CH:3]=[C:4]([CH:21]=[CH:22]C=1Cl)[CH2:5][N:6]([CH3:20])[C:7]([C:9]1[CH2:10][N:11]([CH2:16][CH2:17][NH:18][CH3:19])[C:12](=[O:15])[C:13]=1[OH:14])=[O:8].CCN(CC)CC.[CH3:32][N:33]=[C:34]=[O:35].[CH2:36]([Cl:38])Cl. No catalyst specified. The product is [Cl:1][C:2]1[CH:3]=[C:4]([CH:21]=[CH:22][C:36]=1[Cl:38])[CH2:5][N:6]([CH3:20])[C:7]([C:9]1[CH2:10][N:11]([CH2:16][CH2:17][N:18]([CH3:19])[C:34]([NH:33][CH3:32])=[O:35])[C:12](=[O:15])[C:13]=1[OH:14])=[O:8]. The yield is 0.520.